This data is from Reaction yield outcomes from USPTO patents with 853,638 reactions. The task is: Predict the reaction yield, written as a fraction of the theoretical maximum amount of product (1.0 means a 100% yield; for example, 0.34 means a 34% yield). (1) The reactants are [C:1](Cl)(=[O:3])[CH3:2].[CH3:5][C:6]1[C:12]([F:13])=[CH:11][CH:10]=[CH:9][C:7]=1[NH2:8].C(N(CC)CC)C. The catalyst is C(Cl)Cl. The product is [C:1]([NH:8][C:7]1[CH:9]=[CH:10][CH:11]=[C:12]([F:13])[C:6]=1[CH3:5])(=[O:3])[CH3:2]. The yield is 0.910. (2) The reactants are P(Cl)(Cl)(Cl)=O.[CH2:6]([O:13][C:14]1[CH:31]=[CH:30][C:29]2[C@@H:28]3[C@H:19]([C@H:20]4[C@@:24]([CH2:26][CH2:27]3)([CH3:25])[C:23](O)([C:32]([F:35])([F:34])[F:33])[CH2:22][CH:21]4[CH2:37][CH2:38][CH2:39][CH2:40][O:41][C:42](=[O:47])[C:43]([CH3:46])([CH3:45])[CH3:44])[CH2:18][CH2:17][C:16]=2[CH:15]=1)[C:7]1[CH:12]=[CH:11][CH:10]=[CH:9][CH:8]=1. The catalyst is N1C=CC=CC=1. The product is [CH2:6]([O:13][C:14]1[CH:31]=[CH:30][C:29]2[C@@H:28]3[C@H:19]([C@H:20]4[C@@:24]([CH2:26][CH2:27]3)([CH3:25])[C:23]([C:32]([F:34])([F:35])[F:33])=[CH:22][CH:21]4[CH2:37][CH2:38][CH2:39][CH2:40][O:41][C:42](=[O:47])[C:43]([CH3:46])([CH3:45])[CH3:44])[CH2:18][CH2:17][C:16]=2[CH:15]=1)[C:7]1[CH:12]=[CH:11][CH:10]=[CH:9][CH:8]=1. The yield is 0.780.